This data is from Forward reaction prediction with 1.9M reactions from USPTO patents (1976-2016). The task is: Predict the product of the given reaction. (1) Given the reactants Cl[C:2]1[N:7]=[C:6]([S:8][CH3:9])[CH:5]=[CH:4][N:3]=1.[CH3:10][N:11]1[C:19]2[C:14](=[CH:15][C:16]([NH2:20])=[CH:17][CH:18]=2)[CH:13]=[N:12]1.Cl, predict the reaction product. The product is: [CH3:10][N:11]1[C:19]2[C:14](=[CH:15][C:16]([NH:20][C:2]3[N:7]=[C:6]([S:8][CH3:9])[CH:5]=[CH:4][N:3]=3)=[CH:17][CH:18]=2)[CH:13]=[N:12]1. (2) Given the reactants [CH2:1]([N:3]1[CH2:7][CH2:6][C@@H:5]([NH:8]C(=O)OC(C)(C)C)[CH2:4]1)[CH3:2].[ClH:16], predict the reaction product. The product is: [ClH:16].[ClH:16].[CH2:1]([N:3]1[CH2:7][CH2:6][C@@H:5]([NH2:8])[CH2:4]1)[CH3:2]. (3) Given the reactants [CH3:1][N:2]([CH3:34])[CH2:3][CH2:4][CH2:5][O:6][C:7]1[CH:12]=[CH:11][C:10]([C:13]2[NH:14][C:15]([C:28]3[CH:33]=[CH:32][N:31]=[CH:30][CH:29]=3)=[C:16]([C:18]3[CH:19]=[C:20]4[C:24](=[CH:25][CH:26]=3)[C:23](=O)[CH2:22][CH2:21]4)[N:17]=2)=[CH:9][CH:8]=1.[NH2:35][OH:36], predict the reaction product. The product is: [CH3:1][N:2]([CH3:34])[CH2:3][CH2:4][CH2:5][O:6][C:7]1[CH:12]=[CH:11][C:10]([C:13]2[NH:14][C:15]([C:28]3[CH:33]=[CH:32][N:31]=[CH:30][CH:29]=3)=[C:16]([C:18]3[CH:19]=[C:20]4[C:24](=[CH:25][CH:26]=3)[C:23](=[N:35][OH:36])[CH2:22][CH2:21]4)[N:17]=2)=[CH:9][CH:8]=1. (4) Given the reactants [Cl:1][C:2]1[CH:7]=[C:6]([C:8]([C:11]2[CH:16]=[C:15]([O:17][C:18]([F:21])([F:20])[F:19])[CH:14]=[C:13]([O:22][CH3:23])[CH:12]=2)([CH3:10])[CH3:9])[CH:5]=[C:4](Cl)[N:3]=1.[NH4+:25].[OH-], predict the reaction product. The product is: [Cl:1][C:2]1[N:3]=[C:4]([NH2:25])[CH:5]=[C:6]([C:8]([C:11]2[CH:16]=[C:15]([O:17][C:18]([F:21])([F:19])[F:20])[CH:14]=[C:13]([O:22][CH3:23])[CH:12]=2)([CH3:10])[CH3:9])[CH:7]=1.